This data is from Forward reaction prediction with 1.9M reactions from USPTO patents (1976-2016). The task is: Predict the product of the given reaction. Given the reactants [CH2:1]([O:3][C:4]([C:6]1[S:10][C:9]([NH2:11])=[N:8][C:7]=1[C:12]1[CH:17]=[CH:16][CH:15]=[CH:14][CH:13]=1)=[O:5])[CH3:2].[CH3:18][O:19][CH:20]([O:31][CH3:32])[C:21]1[CH:26]=[CH:25][C:24]([N+:27]([O-:29])=[O:28])=[C:23](F)[CH:22]=1.C(=O)([O-])[O-].[Cs+].[Cs+].CN(C)C=O, predict the reaction product. The product is: [CH2:1]([O:3][C:4]([C:6]1[S:10][C:9]([NH:11][C:23]2[CH:22]=[C:21]([CH:20]([O:31][CH3:32])[O:19][CH3:18])[CH:26]=[CH:25][C:24]=2[N+:27]([O-:29])=[O:28])=[N:8][C:7]=1[C:12]1[CH:17]=[CH:16][CH:15]=[CH:14][CH:13]=1)=[O:5])[CH3:2].